Dataset: Peptide-MHC class II binding affinity with 134,281 pairs from IEDB. Task: Regression. Given a peptide amino acid sequence and an MHC pseudo amino acid sequence, predict their binding affinity value. This is MHC class II binding data. (1) The peptide sequence is GELQIVDKITAAFKI. The MHC is DRB1_0701 with pseudo-sequence DRB1_0701. The binding affinity (normalized) is 0.616. (2) The peptide sequence is TEAPAAPAEGEKPAE. The MHC is DRB1_0301 with pseudo-sequence DRB1_0301. The binding affinity (normalized) is 0. (3) The peptide sequence is GEVQIVDKIDAAFKI. The MHC is DRB3_0202 with pseudo-sequence DRB3_0202. The binding affinity (normalized) is 0.148. (4) The peptide sequence is KVLIELEPPFGDSYIVV. The MHC is DRB5_0101 with pseudo-sequence DRB5_0101. The binding affinity (normalized) is 0.134. (5) The peptide sequence is KEYTFPITLSSTSNP. The MHC is DRB1_0401 with pseudo-sequence DRB1_0401. The binding affinity (normalized) is 0.486. (6) The peptide sequence is KADDTRVYGKKIRNG. The MHC is DRB1_0101 with pseudo-sequence DRB1_0101. The binding affinity (normalized) is 0.565. (7) The peptide sequence is KKGNVWEVKSSKPLV. The MHC is DRB1_0802 with pseudo-sequence DRB1_0802. The binding affinity (normalized) is 0.634. (8) The peptide sequence is ESARIYQILAIYSTVASTLV. The MHC is DRB1_0101 with pseudo-sequence DRB1_0101. The binding affinity (normalized) is 0.365. (9) The peptide sequence is ISNPAATHQDIDFLIEEIER. The MHC is DRB1_0401 with pseudo-sequence DRB1_0401. The binding affinity (normalized) is 0.